From a dataset of Forward reaction prediction with 1.9M reactions from USPTO patents (1976-2016). Predict the product of the given reaction. (1) Given the reactants [C:1]([O:5][C:6](N[C@@H](CI)C(OC)=O)=[O:7])([CH3:4])([CH3:3])[CH3:2].FC(F)(F)S(O[C:22]1[CH2:23][CH2:24][O:25][CH2:26][CH:27]=1)(=O)=O.CN([CH:33]=[O:34])C, predict the reaction product. The product is: [C:1]([O:5][C:6]([C@H:23]([CH2:22][C:22]1[CH2:23][CH2:24][O:25][CH2:26][CH:27]=1)[C:24]([O:34][CH3:33])=[O:25])=[O:7])([CH3:2])([CH3:3])[CH3:4]. (2) Given the reactants [Cl:1][C:2]1[CH:7]=[CH:6][C:5]([NH:8][S:9]([C:12]2[CH:13]=[CH:14][C:15]([O:28][CH3:29])=[C:16]3[C:21]=2[O:20][CH2:19][C@H:18]([NH:22][C:23](=O)OCC)[CH2:17]3)(=[O:11])=[O:10])=[CH:4][CH:3]=1.[Li].S([O-])([O-])(=O)=O.[Na+].[Na+], predict the reaction product. The product is: [Cl:1][C:2]1[CH:3]=[CH:4][C:5]([NH:8][S:9]([C:12]2[CH:13]=[CH:14][C:15]([O:28][CH3:29])=[C:16]3[C:21]=2[O:20][CH2:19][C@H:18]([NH:22][CH3:23])[CH2:17]3)(=[O:11])=[O:10])=[CH:6][CH:7]=1. (3) The product is: [CH2:10]([C@@H:5]([CH2:6][C:7]([O:9][C:15]([CH3:17])([CH3:16])[CH3:14])=[O:8])[C:3]([O:2][CH3:1])=[O:4])[CH:11]([CH3:13])[CH3:12]. Given the reactants [CH3:1][O:2][C:3]([C@@H:5]([CH2:10][CH:11]([CH3:13])[CH3:12])[CH2:6][C:7]([OH:9])=[O:8])=[O:4].[CH3:14][C:15](OC(OC(O[C:15]([CH3:17])([CH3:16])[CH3:14])=O)=O)([CH3:17])[CH3:16], predict the reaction product. (4) The product is: [C:1]([O:4][CH2:5][CH2:6][CH2:7][CH2:8][CH2:9][CH2:10][O:11][C:12]1[CH:17]=[C:16]([N+:22]([O-:24])=[O:23])[C:15]([CH:18]=[O:19])=[CH:14][C:13]=1[O:20][CH3:21])(=[O:3])[CH3:2]. Given the reactants [C:1]([O:4][CH2:5][CH2:6][CH2:7][CH2:8][CH2:9][CH2:10][O:11][C:12]1[CH:17]=[CH:16][C:15]([CH:18]=[O:19])=[CH:14][C:13]=1[O:20][CH3:21])(=[O:3])[CH3:2].[N+:22]([O-])([OH:24])=[O:23], predict the reaction product. (5) Given the reactants [CH2:1]([Li])[CH2:2][CH2:3][CH3:4].[Cl-].[Cl-].[Cl-].[Cl-].[Zr+4:10].[CH3:11]CO[CH2:14][CH3:15], predict the reaction product. The product is: [CH-:1]1[CH:11]=[CH:4][CH:3]=[CH:2]1.[CH-:15]1[CH:14]=[CH:3][CH:2]=[CH:1]1.[Zr+2:10]. (6) Given the reactants [F:1][C:2]([F:39])([F:38])[C:3]1[CH:4]=[C:5]([C@H:13]2[O:17][C:16](=[O:18])[N:15]([CH2:19][C:20]3[C:25]([C:26]4[C:27]([O:33][CH3:34])=[N:28][CH:29]=[C:30](Cl)[CH:31]=4)=[CH:24][N:23]=[C:22]([S:35][CH3:36])[N:21]=3)[C@H:14]2[CH3:37])[CH:6]=[C:7]([C:9]([F:12])([F:11])[F:10])[CH:8]=1.[B:40]1([B:40]2[O:44][C:43]([CH3:46])([CH3:45])[C:42]([CH3:48])([CH3:47])[O:41]2)[O:44][C:43]([CH3:46])([CH3:45])[C:42]([CH3:48])([CH3:47])[O:41]1, predict the reaction product. The product is: [F:1][C:2]([F:39])([F:38])[C:3]1[CH:4]=[C:5]([C@H:13]2[O:17][C:16](=[O:18])[N:15]([CH2:19][C:20]3[C:25]([C:26]4[C:27]([O:33][CH3:34])=[N:28][CH:29]=[C:30]([B:40]5[O:44][C:43]([CH3:46])([CH3:45])[C:42]([CH3:48])([CH3:47])[O:41]5)[CH:31]=4)=[CH:24][N:23]=[C:22]([S:35][CH3:36])[N:21]=3)[C@H:14]2[CH3:37])[CH:6]=[C:7]([C:9]([F:12])([F:11])[F:10])[CH:8]=1.